Predict the reactants needed to synthesize the given product. From a dataset of Full USPTO retrosynthesis dataset with 1.9M reactions from patents (1976-2016). (1) Given the product [CH:1]([O:19][C:18]1[CH:20]=[CH:21][C:13]([CH:12]=[O:11])=[CH:14][C:15]=1[O:16][CH3:17])([CH3:3])[CH3:2], predict the reactants needed to synthesize it. The reactants are: [CH:1](Br)([CH3:3])[CH3:2].C([O-])([O-])=O.[K+].[K+].[O:11]=[CH:12][C:13]1[CH:21]=[CH:20][C:18]([OH:19])=[C:15]([O:16][CH3:17])[CH:14]=1. (2) Given the product [C:1]([NH:4][C:5]1[C:10](=[O:11])[N:9]([CH2:12][C:13]([NH:40][C@@H:39]([CH:41]([CH3:43])[CH3:42])[C:38]([O:37][CH3:36])=[O:44])=[O:15])[C:8]([C:16]2[CH:21]=[CH:20][CH:19]=[CH:18][CH:17]=2)=[N:7][CH:6]=1)(=[O:3])[CH3:2], predict the reactants needed to synthesize it. The reactants are: [C:1]([NH:4][C:5]1[C:10](=[O:11])[N:9]([CH2:12][C:13]([OH:15])=O)[C:8]([C:16]2[CH:21]=[CH:20][CH:19]=[CH:18][CH:17]=2)=[N:7][CH:6]=1)(=[O:3])[CH3:2].CN1CCOCC1.ClC(OCC)=O.Cl.[CH3:36][O:37][C:38](=[O:44])[C@H:39]([CH:41]([CH3:43])[CH3:42])[NH2:40]. (3) Given the product [NH:1]([C:8]([NH:10][C:11]1[CH:32]=[CH:31][C:14]2[N:15]([CH:18]([C:25]3[CH:26]=[CH:27][CH:28]=[CH:29][CH:30]=3)[CH2:19][C:20]([OH:22])=[O:21])[CH:16]=[N:17][C:13]=2[CH:12]=1)=[O:9])[C:2]1[CH:3]=[CH:4][CH:5]=[CH:6][CH:7]=1, predict the reactants needed to synthesize it. The reactants are: [NH:1]([C:8]([NH:10][C:11]1[CH:32]=[CH:31][C:14]2[N:15]([CH:18]([C:25]3[CH:30]=[CH:29][CH:28]=[CH:27][CH:26]=3)[CH2:19][C:20]([O:22]CC)=[O:21])[CH:16]=[N:17][C:13]=2[CH:12]=1)=[O:9])[C:2]1[CH:7]=[CH:6][CH:5]=[CH:4][CH:3]=1.C(#N)C. (4) Given the product [Cl:1][C:2]1[CH:7]=[CH:6][C:5]([C@H:8]2[C@H:13]([O:14][CH2:15][C:16]3[CH:17]=[CH:18][CH:19]=[CH:20][CH:21]=3)[C@@H:12]([O:22][CH2:23][C:24]3[CH:29]=[CH:28][CH:27]=[CH:26][CH:25]=3)[C@H:11]([O:30][CH2:31][C:32]3[CH:37]=[CH:36][CH:35]=[CH:34][CH:33]=3)[C@@H:10]([CH2:38][O:39][CH2:40][C:41]3[CH:42]=[CH:43][CH:44]=[CH:45][CH:46]=3)[O:9]2)=[CH:4][C:3]=1[CH:47]([C:49]1[N:50]=[N:51][C:52]([O:55][CH2:56][CH3:57])=[CH:53][CH:54]=1)[OH:48], predict the reactants needed to synthesize it. The reactants are: [Cl:1][C:2]1[CH:7]=[CH:6][C:5]([C@H:8]2[C@H:13]([O:14][CH2:15][C:16]3[CH:21]=[CH:20][CH:19]=[CH:18][CH:17]=3)[C@@H:12]([O:22][CH2:23][C:24]3[CH:29]=[CH:28][CH:27]=[CH:26][CH:25]=3)[C@H:11]([O:30][CH2:31][C:32]3[CH:37]=[CH:36][CH:35]=[CH:34][CH:33]=3)[C@@H:10]([CH2:38][O:39][CH2:40][C:41]3[CH:46]=[CH:45][CH:44]=[CH:43][CH:42]=3)[O:9]2)=[CH:4][C:3]=1[C:47]([C:49]1[N:50]=[N:51][C:52]([O:55][CH2:56][CH3:57])=[CH:53][CH:54]=1)=[O:48].[BH4-].[Na+]. (5) Given the product [CH3:1][O:2][C:3]1[S:7][C:6]([CH2:8][CH2:9][C:10]2[NH:14][N:13]=[C:12]([NH:15][C:17]3[CH:22]=[CH:21][N:20]=[C:19]([NH:23][CH2:24][C:25]4[O:29][N:28]=[C:27]([CH3:30])[CH:26]=4)[N:18]=3)[CH:11]=2)=[CH:5][CH:4]=1, predict the reactants needed to synthesize it. The reactants are: [CH3:1][O:2][C:3]1[S:7][C:6]([CH2:8][CH2:9][C:10]2[NH:14][N:13]=[C:12]([NH2:15])[CH:11]=2)=[CH:5][CH:4]=1.Cl[C:17]1[CH:22]=[CH:21][N:20]=[C:19]([NH:23][CH2:24][C:25]2[O:29][N:28]=[C:27]([CH3:30])[CH:26]=2)[N:18]=1.